This data is from KCNQ2 potassium channel screen with 302,405 compounds. The task is: Binary Classification. Given a drug SMILES string, predict its activity (active/inactive) in a high-throughput screening assay against a specified biological target. (1) The molecule is s1c(c(nc1c1cccnc1)c1ccc(cc1)C)CC(O)=O. The result is 0 (inactive). (2) The drug is Clc1ccc(N\N=C(\Sc2n(c(nn2)c2ccccc2)c2ccccc2)C(=O)C)cc1. The result is 0 (inactive). (3) The drug is O=c1[nH]n(C(CCCC)C)c(N)c1. The result is 0 (inactive). (4) The compound is O1C(n2c(=O)[nH]c(=O)cc2)CC(N=[N+]=[NH-])C1CO. The result is 0 (inactive). (5) The drug is S1C(CC(=O)N=C1N\N=C\c1ccc(OC)cc1)C(O)=O. The result is 0 (inactive). (6) The compound is Clc1c(NN2C(SCC2=O)c2ccccc2)ncc(Cl)c1. The result is 0 (inactive). (7) The molecule is S=C(NC1CCN(CC1)Cc1ccccc1)Nc1cc(OC)c(OC)cc1. The result is 0 (inactive). (8) The drug is Fc1c(NC(=O)CC23CC4CC(C2)CC(C3)C4)c(F)ccc1. The result is 1 (active).